Task: Predict which catalyst facilitates the given reaction.. Dataset: Catalyst prediction with 721,799 reactions and 888 catalyst types from USPTO Reactant: Cl.[NH2:2][OH:3].C[O-].[Na+].[F:7][C:8]([F:16])([F:15])[C:9]([O:13][CH3:14])=[CH:10][C:11]#[N:12]. Product: [F:7][C:8]([F:16])([F:15])[C:9]([O:13][CH3:14])=[CH:10][C:11](=[N:2][OH:3])[NH2:12]. The catalyst class is: 5.